From a dataset of Forward reaction prediction with 1.9M reactions from USPTO patents (1976-2016). Predict the product of the given reaction. Given the reactants [C:1]([C:5]1[CH:6]=[C:7]([C:11]2([NH:18][C:19](=[O:25])[O:20][C:21]([CH3:24])([CH3:23])[CH3:22])[CH2:16][CH2:15][C:14](=[O:17])[CH2:13][CH2:12]2)[CH:8]=[CH:9][CH:10]=1)([CH3:4])([CH3:3])[CH3:2].C(O[CH:31](N(C)C)[N:32]([CH3:34])[CH3:33])(C)(C)C, predict the reaction product. The product is: [C:1]([C:5]1[CH:6]=[C:7]([C:11]2([NH:18][C:19](=[O:25])[O:20][C:21]([CH3:24])([CH3:23])[CH3:22])[CH2:16][CH2:15][C:14](=[O:17])/[C:13](=[CH:31]/[N:32]([CH3:34])[CH3:33])/[CH2:12]2)[CH:8]=[CH:9][CH:10]=1)([CH3:4])([CH3:2])[CH3:3].